Dataset: Forward reaction prediction with 1.9M reactions from USPTO patents (1976-2016). Task: Predict the product of the given reaction. The product is: [CH3:1][O:2][C:3]([C:5]1[CH:14]=[C:13]2[C:8]([CH:9]([OH:15])[CH2:10][CH2:11][O:12]2)=[CH:7][CH:6]=1)=[O:4]. Given the reactants [CH3:1][O:2][C:3]([C:5]1[CH:14]=[C:13]2[C:8]([C:9](=[O:15])[CH2:10][CH2:11][O:12]2)=[CH:7][CH:6]=1)=[O:4].[BH4-].[Na+], predict the reaction product.